This data is from Forward reaction prediction with 1.9M reactions from USPTO patents (1976-2016). The task is: Predict the product of the given reaction. Given the reactants [NH:1]1[CH:8]=[CH:7][C:5](=[O:6])[NH:4][C:2]1=[O:3].CN(CCN(C)C)C.[F:17][C:18]([F:29])([F:28])[C:19]1[CH:20]=[C:21](B(O)O)[CH:22]=[CH:23][CH:24]=1, predict the reaction product. The product is: [F:17][C:18]([F:29])([F:28])[C:19]1[CH:24]=[C:23]([N:1]2[CH:8]=[CH:7][C:5](=[O:6])[NH:4][C:2]2=[O:3])[CH:22]=[CH:21][CH:20]=1.